Dataset: Orexin1 receptor HTS with 218,158 compounds and 233 confirmed actives. Task: Binary Classification. Given a drug SMILES string, predict its activity (active/inactive) in a high-throughput screening assay against a specified biological target. (1) The molecule is O=C1C(=c2/[nH][nH]nn2)/C=C([N+]([O-])=O)C=C1. The result is 0 (inactive). (2) The drug is Clc1ccc(CN(S(=O)(=O)C)CC(=O)Nc2cc3OCOc3cc2)cc1. The result is 0 (inactive). (3) The compound is s1c(CNC(=O)C2CCN(CC2)c2nc(cc(n2)C)C)ccc1. The result is 0 (inactive). (4) The molecule is S=C(Nc1ncccc1)NC(=O)c1occc1. The result is 0 (inactive).